From a dataset of Forward reaction prediction with 1.9M reactions from USPTO patents (1976-2016). Predict the product of the given reaction. The product is: [Cl:1][C:2]1[CH:3]=[CH:4][C:5]([C:8]2[C:14]3[CH:15]=[C:16]([C:19]4[CH:24]=[CH:23][CH:22]=[C:21]([CH2:25][N:37]5[CH2:41][CH2:40][CH2:39][CH2:38]5)[CH:20]=4)[CH:17]=[CH:18][C:13]=3[N:12]3[C:27]([CH3:30])=[N:28][N:29]=[C:11]3[C@H:10]([CH2:31][C:32]([NH:34][CH2:35][CH3:36])=[O:33])[N:9]=2)=[CH:6][CH:7]=1. Given the reactants [Cl:1][C:2]1[CH:7]=[CH:6][C:5]([C:8]2[C:14]3[CH:15]=[C:16]([C:19]4[CH:24]=[CH:23][CH:22]=[C:21]([CH:25]=O)[CH:20]=4)[CH:17]=[CH:18][C:13]=3[N:12]3[C:27]([CH3:30])=[N:28][N:29]=[C:11]3[C@H:10]([CH2:31][C:32]([NH:34][CH2:35][CH3:36])=[O:33])[N:9]=2)=[CH:4][CH:3]=1.[NH:37]1[CH2:41][CH2:40][CH2:39][CH2:38]1.C(O[BH-](OC(=O)C)OC(=O)C)(=O)C.[Na+].C(=O)([O-])O.[Na+], predict the reaction product.